From a dataset of Full USPTO retrosynthesis dataset with 1.9M reactions from patents (1976-2016). Predict the reactants needed to synthesize the given product. (1) Given the product [Cl:1][C:2]1[CH:3]=[C:4]2[C:9](=[CH:10][C:11]=1[O:12][C:13]1[CH:21]=[CH:20][C:16]([C:17](=[O:18])[NH:57][CH2:56][CH2:55][C:54]3[CH:58]=[CH:59][C:51]([CH3:50])=[CH:52][CH:53]=3)=[CH:15][CH:14]=1)[O:8][CH2:7][CH2:6][CH:5]2[C:22]([O:24][CH2:25][CH3:26])=[O:23], predict the reactants needed to synthesize it. The reactants are: [Cl:1][C:2]1[CH:3]=[C:4]2[C:9](=[CH:10][C:11]=1[O:12][C:13]1[CH:21]=[CH:20][C:16]([C:17](O)=[O:18])=[CH:15][CH:14]=1)[O:8][CH2:7][CH2:6][CH:5]2[C:22]([O:24][CH2:25][CH3:26])=[O:23].O.ON1C2C=CC=CC=2N=N1.Cl.C(N=C=NCCCN(C)C)C.[CH3:50][C:51]1[CH:59]=[CH:58][C:54]([CH2:55][CH2:56][NH2:57])=[CH:53][CH:52]=1. (2) Given the product [Cl:33][C:30]1[CH:31]=[CH:32][C:27]([CH2:26][NH:25][C:62]([C:59]2[NH:60][C:61]3[C:57]([CH:58]=2)=[CH:56][CH:55]=[CH:54][C:53]=3[NH:52][C:50](=[O:51])[O:49][C:46]([CH3:47])([CH3:45])[CH3:48])=[O:63])=[C:28]([F:44])[C:29]=1[O:34][C:35]1[CH:36]=[C:37]([C:38]#[N:39])[CH:40]=[C:41]([Cl:43])[CH:42]=1, predict the reactants needed to synthesize it. The reactants are: CN(C(ON1N=NC2C=CC=NC1=2)=[N+](C)C)C.F[P-](F)(F)(F)(F)F.[NH2:25][CH2:26][C:27]1[C:28]([F:44])=[C:29]([O:34][C:35]2[CH:36]=[C:37]([CH:40]=[C:41]([Cl:43])[CH:42]=2)[C:38]#[N:39])[C:30]([Cl:33])=[CH:31][CH:32]=1.[CH3:45][C:46]([O:49][C:50]([NH:52][C:53]1[CH:54]=[CH:55][CH:56]=[C:57]2[C:61]=1[NH:60][C:59]([C:62](O)=[O:63])=[CH:58]2)=[O:51])([CH3:48])[CH3:47].CCN(C(C)C)C(C)C. (3) Given the product [C:1]([O:5][C:6]([N:8]1[CH2:13][CH2:12][CH:11]([O:14][CH2:15][C:16]2[N:20]=[C:19]([C:21]3[O:29][C:28]4[CH:27]=[CH:26][N:25]=[C:24]([CH:30]=[O:31])[C:23]=4[CH:22]=3)[O:18][N:17]=2)[CH2:10][CH2:9]1)=[O:7])([CH3:4])([CH3:2])[CH3:3], predict the reactants needed to synthesize it. The reactants are: [C:1]([O:5][C:6]([N:8]1[CH2:13][CH2:12][CH:11]([O:14][CH2:15][C:16]2[N:20]=[C:19]([C:21]3[O:29][C:28]4[CH:27]=[CH:26][N:25]=[C:24]([CH2:30][OH:31])[C:23]=4[CH:22]=3)[O:18][N:17]=2)[CH2:10][CH2:9]1)=[O:7])([CH3:4])([CH3:3])[CH3:2].CC(OI1(OC(C)=O)(OC(C)=O)OC(=O)C2C=CC=CC1=2)=O. (4) The reactants are: [F:1][C:2]([F:44])([F:43])[C:3]1[CH:4]=[C:5]([CH:40]=[CH:41][CH:42]=1)[CH2:6][NH:7][C:8]([C:10]1[CH:15]=[CH:14][N:13]=[C:12]([C:16]2[CH:21]=[C:20]([N:22]3[CH2:27][CH2:26][CH2:25][CH2:24][CH2:23]3)[CH:19]=[CH:18][C:17]=2[NH:28][C:29]([C:31]2[CH:32]=[C:33]([CH:37]=[CH:38][CH:39]=2)[C:34](O)=[O:35])=[O:30])[CH:11]=1)=[O:9].FC(F)(F)C1C=C(C=CC=1)CNC(C1C=CN=C(C2C=C(N3CCCCC3)C=CC=2NC(=O)C2C=CC=C(C(N(CCC(NCCOC)=O)C)=O)C=2)C=1)=O.[CH3:99][NH:100][CH2:101][CH2:102][N:103]1[CH2:108][CH2:107][N:106]([C:109]([O:111][C:112]([CH3:115])([CH3:114])[CH3:113])=[O:110])[CH2:105][CH2:104]1. Given the product [CH3:99][N:100]([CH2:101][CH2:102][N:103]1[CH2:108][CH2:107][N:106]([C:109]([O:111][C:112]([CH3:115])([CH3:114])[CH3:113])=[O:110])[CH2:105][CH2:104]1)[C:34](=[O:35])[C:33]1[CH:37]=[CH:38][CH:39]=[C:31]([C:29](=[O:30])[NH:28][C:17]2[CH:18]=[CH:19][C:20]([N:22]3[CH2:23][CH2:24][CH2:25][CH2:26][CH2:27]3)=[CH:21][C:16]=2[C:12]2[CH:11]=[C:10]([C:8](=[O:9])[NH:7][CH2:6][C:5]3[CH:40]=[CH:41][CH:42]=[C:3]([C:2]([F:1])([F:43])[F:44])[CH:4]=3)[CH:15]=[CH:14][N:13]=2)[CH:32]=1, predict the reactants needed to synthesize it. (5) Given the product [Br:1][C:2]1[CH:3]=[CH:4][C:5]([CH:8]([OH:13])[C:9]([F:10])([F:11])[F:12])=[N:6][CH:7]=1, predict the reactants needed to synthesize it. The reactants are: [Br:1][C:2]1[CH:3]=[CH:4][C:5]([C:8](=[O:13])[C:9]([F:12])([F:11])[F:10])=[N:6][CH:7]=1.[BH4-].[Na+]. (6) Given the product [CH3:13][S:14][C:15]1[N:20]=[C:19]([NH:21][CH2:22][C:23]2[CH:28]=[CH:27][C:26]([O:29][CH3:30])=[C:25]([Cl:31])[CH:24]=2)[C:18]([CH:32]([OH:33])[C:7]2[CH:8]=[N:9][CH:10]=[CH:11][CH:12]=2)=[CH:17][N:16]=1, predict the reactants needed to synthesize it. The reactants are: C([Li])CCC.Br[C:7]1[CH:8]=[N:9][CH:10]=[CH:11][CH:12]=1.[CH3:13][S:14][C:15]1[N:20]=[C:19]([NH:21][CH2:22][C:23]2[CH:28]=[CH:27][C:26]([O:29][CH3:30])=[C:25]([Cl:31])[CH:24]=2)[C:18]([CH:32]=[O:33])=[CH:17][N:16]=1.C(=O)([O-])O.[Na+].